This data is from Full USPTO retrosynthesis dataset with 1.9M reactions from patents (1976-2016). The task is: Predict the reactants needed to synthesize the given product. (1) Given the product [Cl:15][C:11]1[N:10]=[CH:9][C:8]([NH2:7])=[C:13]([I:14])[CH:12]=1, predict the reactants needed to synthesize it. The reactants are: C(OC(=O)[NH:7][C:8]1[CH:9]=[N:10][C:11]([Cl:15])=[CH:12][C:13]=1[I:14])(C)(C)C.C(O)(C(F)(F)F)=O. (2) Given the product [Cl:27][C:7]1[CH:6]=[C:5]2[C:10](=[CH:9][CH:8]=1)[CH2:1][N:2]([CH2:11][CH2:12][CH2:13][CH2:14][O:15][C:16]1[N:25]=[C:24]3[C:19]([CH2:20][CH2:21][C:22](=[O:26])[NH:23]3)=[CH:18][CH:17]=1)[CH2:3][CH2:4]2, predict the reactants needed to synthesize it. The reactants are: [CH2:1]1[C:10]2[C:5](=[CH:6][CH:7]=[CH:8][CH:9]=2)[CH2:4][CH2:3][N:2]1[CH2:11][CH2:12][CH2:13][CH2:14][O:15][C:16]1[N:25]=[C:24]2[C:19]([CH2:20][CH2:21][C:22](=[O:26])[NH:23]2)=[CH:18][CH:17]=1.[Cl:27]C1C=C2C(=CC=1)CNCC2. (3) Given the product [F:45][C:44]([F:47])([F:46])[S:41]([O:33][C:15]1[CH:14]=[C:13]2[C@@:11]3([CH2:10][O:9][C:8]([NH2:7])=[N:12]3)[C:25]3[C:20](=[N:21][CH:22]=[C:23]([C:26]#[C:27][C:28]([O:31][CH3:32])([CH3:30])[CH3:29])[CH:24]=3)[O:19][C:18]2=[CH:17][CH:16]=1)(=[O:43])=[O:42], predict the reactants needed to synthesize it. The reactants are: C(=O)([O-])[O-].[Cs+].[Cs+].[NH2:7][C:8]1[O:9][CH2:10][C@:11]2([C:25]3[C:20](=[N:21][CH:22]=[C:23]([C:26]#[C:27][C:28]([O:31][CH3:32])([CH3:30])[CH3:29])[CH:24]=3)[O:19][C:18]3[C:13]2=[CH:14][C:15]([OH:33])=[CH:16][CH:17]=3)[N:12]=1.C1C=CC(N([S:41]([C:44]([F:47])([F:46])[F:45])(=[O:43])=[O:42])[S:41]([C:44]([F:47])([F:46])[F:45])(=[O:43])=[O:42])=CC=1. (4) Given the product [F:1][C:2]1[CH:7]=[CH:6][CH:5]=[CH:4][C:3]=1[O:8][CH2:9][CH2:10][CH2:11][CH2:12][CH2:13][CH2:14][CH2:15][CH2:16][N:22]1[C:21](=[O:23])[C:20]2=[CH:24][CH:25]=[CH:26][CH:27]=[C:19]2[C:18]1=[O:28], predict the reactants needed to synthesize it. The reactants are: [F:1][C:2]1[CH:7]=[CH:6][CH:5]=[CH:4][C:3]=1[O:8][CH2:9][CH2:10][CH2:11][CH2:12][CH2:13][CH2:14][CH2:15][CH2:16]I.[C:18]1(=[O:28])[NH:22][C:21](=[O:23])[C:20]2=[CH:24][CH:25]=[CH:26][CH:27]=[C:19]12.[K].C(OCCCCCCCCN1C(=O)C2=CC=CC=C2C1=O)CCCCC.